From a dataset of Forward reaction prediction with 1.9M reactions from USPTO patents (1976-2016). Predict the product of the given reaction. Given the reactants [CH3:1][C@:2]12[C@@:19]3([CH3:20])[C@@H:10]([C@:11]4([CH3:33])[C@@H:16]([CH2:17][CH2:18]3)[C:15]([CH3:22])([CH3:21])[C:14]([C:23]3[CH:32]=[CH:31][C:26]([C:27]([O:29]C)=[O:28])=[CH:25][CH:24]=3)=[CH:13][CH2:12]4)[CH2:9][CH2:8][C@@H:7]1[C@H:6]1[C@H:34]([C:37]([CH3:39])=[CH2:38])[CH2:35][CH2:36][C@:5]1([NH:40][CH2:41][CH2:42][N:43]1[CH2:48][CH2:47][NH:46][CH2:45][CH2:44]1)[CH2:4][CH2:3]2.[OH-].[Na+], predict the reaction product. The product is: [CH3:1][C@:2]12[C@@:19]3([CH3:20])[C@@H:10]([C@:11]4([CH3:33])[C@@H:16]([CH2:17][CH2:18]3)[C:15]([CH3:21])([CH3:22])[C:14]([C:23]3[CH:32]=[CH:31][C:26]([C:27]([OH:29])=[O:28])=[CH:25][CH:24]=3)=[CH:13][CH2:12]4)[CH2:9][CH2:8][C@@H:7]1[C@H:6]1[C@H:34]([C:37]([CH3:39])=[CH2:38])[CH2:35][CH2:36][C@:5]1([NH:40][CH2:41][CH2:42][N:43]1[CH2:44][CH2:45][NH:46][CH2:47][CH2:48]1)[CH2:4][CH2:3]2.